Dataset: Reaction yield outcomes from USPTO patents with 853,638 reactions. Task: Predict the reaction yield, written as a fraction of the theoretical maximum amount of product (1.0 means a 100% yield; for example, 0.34 means a 34% yield). (1) The reactants are [Si:1]([O:18][CH:19]([CH2:25][CH2:26][C:27]1[CH:32]=[CH:31][C:30]([O:33][CH3:34])=[C:29]([O:35][CH3:36])[C:28]=1[O:37][CH3:38])[CH2:20][C:21]([O:23]C)=[O:22])([C:14]([CH3:17])([CH3:16])[CH3:15])([C:8]1[CH:13]=[CH:12][CH:11]=[CH:10][CH:9]=1)[C:2]1[CH:7]=[CH:6][CH:5]=[CH:4][CH:3]=1.[OH-].[Na+]. The catalyst is CO.C1COCC1. The product is [Si:1]([O:18][CH:19]([CH2:25][CH2:26][C:27]1[CH:32]=[CH:31][C:30]([O:33][CH3:34])=[C:29]([O:35][CH3:36])[C:28]=1[O:37][CH3:38])[CH2:20][C:21]([OH:23])=[O:22])([C:14]([CH3:16])([CH3:17])[CH3:15])([C:2]1[CH:7]=[CH:6][CH:5]=[CH:4][CH:3]=1)[C:8]1[CH:13]=[CH:12][CH:11]=[CH:10][CH:9]=1. The yield is 0.990. (2) The reactants are [CH3:1][Si:2]([CH2:5][NH:6][CH2:7][CH2:8][CH2:9][CH3:10])([CH3:4])[CH3:3].[CH2:11]=O.CO.[C:15]([O-:18])([O-])=O.[K+].[K+]. The catalyst is CC(OC)(C)C. The product is [CH3:11][O:18][CH2:15][N:6]([CH2:5][Si:2]([CH3:4])([CH3:3])[CH3:1])[CH2:7][CH2:8][CH2:9][CH3:10]. The yield is 1.00. (3) The reactants are N1([C:6](N2C=CN=C2)=[O:7])C=CN=C1.[CH2:13]([OH:18])[CH2:14][CH2:15][CH2:16][CH3:17].[CH3:19][S:20]([C:23]1[CH:28]=[CH:27][C:26]([N:29]2[C:33]3=[N:34][CH:35]=[N:36][C:37]([O:38][CH:39]4[CH2:44][CH2:43][NH:42][CH2:41][CH2:40]4)=[C:32]3[CH:31]=[N:30]2)=[CH:25][CH:24]=1)(=[O:22])=[O:21].C(N(CC)CC)C. The catalyst is CS(C)=O. The product is [CH2:13]([O:18][C:6]([N:42]1[CH2:43][CH2:44][CH:39]([O:38][C:37]2[N:36]=[CH:35][N:34]=[C:33]3[N:29]([C:26]4[CH:27]=[CH:28][C:23]([S:20]([CH3:19])(=[O:21])=[O:22])=[CH:24][CH:25]=4)[N:30]=[CH:31][C:32]=23)[CH2:40][CH2:41]1)=[O:7])[CH2:14][CH2:15][CH2:16][CH3:17]. The yield is 0.320. (4) The reactants are [Cl:1][C:2]1[N:9]=[C:8]([C:10]([F:13])([F:12])[F:11])[CH:7]=[CH:6][C:3]=1[C:4]#N.CC(C[AlH]CC(C)C)C.C(O)(=[O:25])C.O. The catalyst is C1(C)C=CC=CC=1. The product is [Cl:1][C:2]1[N:9]=[C:8]([C:10]([F:13])([F:12])[F:11])[CH:7]=[CH:6][C:3]=1[CH:4]=[O:25]. The yield is 0.333.